This data is from Reaction yield outcomes from USPTO patents with 853,638 reactions. The task is: Predict the reaction yield, written as a fraction of the theoretical maximum amount of product (1.0 means a 100% yield; for example, 0.34 means a 34% yield). (1) The yield is 0.420. The reactants are [CH:1]([N:4]1[CH2:10][CH2:9][CH2:8][NH:7][CH2:6][CH2:5]1)([CH3:3])[CH3:2].Cl[C:12]1[N:13]=[CH:14][C:15]([C:18]([NH:20][C:21]2[NH:22][N:23]=[C:24]([CH2:26][CH2:27][C:28]3[CH:33]=[C:32]([O:34][CH3:35])[CH:31]=[C:30]([O:36][CH3:37])[CH:29]=3)[CH:25]=2)=[O:19])=[N:16][CH:17]=1. The product is [CH3:35][O:34][C:32]1[CH:33]=[C:28]([CH2:27][CH2:26][C:24]2[CH:25]=[C:21]([NH:20][C:18]([C:15]3[CH:14]=[N:13][C:12]([N:7]4[CH2:8][CH2:9][CH2:10][N:4]([CH:1]([CH3:3])[CH3:2])[CH2:5][CH2:6]4)=[CH:17][N:16]=3)=[O:19])[NH:22][N:23]=2)[CH:29]=[C:30]([O:36][CH3:37])[CH:31]=1. The catalyst is CS(C)=O.CO. (2) The reactants are Cl[S:2]([C:5]1[S:6][C:7]([C:10]2[CH:15]=[C:14]([C:16]([F:19])([F:18])[F:17])[CH:13]=[C:12]([C:20]([F:23])([F:22])[F:21])[CH:11]=2)=[CH:8][CH:9]=1)(=[O:4])=[O:3].[NH2:24][C:25]1[O:29][N:28]=[C:27]([CH3:30])[C:26]=1[Br:31]. The catalyst is CO.C(Cl)(Cl)Cl. The product is [Br:31][C:26]1[C:27]([CH3:30])=[N:28][O:29][C:25]=1[NH:24][S:2]([C:5]1[S:6][C:7]([C:10]2[CH:15]=[C:14]([C:16]([F:19])([F:18])[F:17])[CH:13]=[C:12]([C:20]([F:23])([F:22])[F:21])[CH:11]=2)=[CH:8][CH:9]=1)(=[O:4])=[O:3]. The yield is 0.340. (3) The reactants are C1C=CC(P(C2C=CC=CC=2)C2C=CC=CC=2)=CC=1.CC(OC(/N=N/C(OC(C)C)=O)=O)C.[C:34]([O:38][C:39]([NH:41][C@H:42]([CH2:45][O:46][Si:47]([C:50]([CH3:53])([CH3:52])[CH3:51])([CH3:49])[CH3:48])[CH2:43]O)=[O:40])([CH3:37])([CH3:36])[CH3:35].O. The catalyst is C1COCC1.CC#N.C1COCC1. The product is [Si:47]([O:46][CH2:45][CH:42]1[CH2:43][N@@:41]1[C:39]([O:38][C:34]([CH3:37])([CH3:36])[CH3:35])=[O:40])([C:50]([CH3:53])([CH3:52])[CH3:51])([CH3:49])[CH3:48]. The yield is 0.540.